The task is: Predict which catalyst facilitates the given reaction.. This data is from Catalyst prediction with 721,799 reactions and 888 catalyst types from USPTO. (1) Product: [C:26]([O:30][C:31]([NH:33][C:34]1[CH:35]=[CH:36][C:37]([NH:38]/[C:16](=[C:6]2\[C:5](=[O:25])[NH:4][C:12]3[C:7]\2=[CH:8][C:9]([N+:13]([O-:15])=[O:14])=[CH:10][CH:11]=3)/[C:17]2[CH:22]=[CH:21][CH:20]=[CH:19][CH:18]=2)=[CH:39][CH:40]=1)=[O:32])([CH3:29])([CH3:27])[CH3:28]. The catalyst class is: 121. Reactant: C([N:4]1[C:12]2[C:7](=[CH:8][C:9]([N+:13]([O-:15])=[O:14])=[CH:10][CH:11]=2)[C:6](=[C:16](OC)[C:17]2[CH:22]=[CH:21][CH:20]=[CH:19][CH:18]=2)[C:5]1=[O:25])(=O)C.[C:26]([O:30][C:31]([NH:33][C:34]1[CH:40]=[CH:39][C:37]([NH2:38])=[CH:36][CH:35]=1)=[O:32])([CH3:29])([CH3:28])[CH3:27].[OH-].[Na+]. (2) Reactant: C(Cl)(=O)C(Cl)=O.[Cl:7][C:8]1[C:13]([C:14](O)=[O:15])=[CH:12][N:11]=[C:10]([Cl:17])[CH:9]=1.[NH4+:18].[OH-]. Product: [Cl:7][C:8]1[C:13]([C:14]([NH2:18])=[O:15])=[CH:12][N:11]=[C:10]([Cl:17])[CH:9]=1. The catalyst class is: 35. (3) Reactant: Cl.Cl.[NH2:3][C:4]1[CH:5]=[N:6][N:7]([CH2:10][CH2:11][CH2:12][CH2:13][CH3:14])[C:8]=1[NH2:9].S([O-])([O-])=O.[Na+].[Na+].N.[CH3:22][O:23][C:24]1[CH:25]=[CH:26][C:27]([CH:30]=O)=[CH:28][CH:29]=1. Product: [CH3:22][O:23][C:24]1[CH:25]=[CH:26][C:27]([CH:30]=[N:3][C:4]2[CH:5]=[N:6][N:7]([CH2:10][CH2:11][CH2:12][CH2:13][CH3:14])[C:8]=2[NH2:9])=[CH:28][CH:29]=1. The catalyst class is: 657. (4) Reactant: Cl[CH2:2][CH2:3][N:4]1[C:9]2[CH:10]=[CH:11][C:12]([N+:14]([O-:16])=[O:15])=[CH:13][C:8]=2[O:7][CH2:6][C:5]1=[O:17].C(=O)([O-])[O-].[K+].[K+].[CH3:24][N:25]1[CH2:30][CH2:29][NH:28][CH2:27][CH2:26]1.C(=O)([O-])O.[Na+]. Product: [CH3:24][N:25]1[CH2:30][CH2:29][N:28]([CH2:2][CH2:3][N:4]2[C:9]3[CH:10]=[CH:11][C:12]([N+:14]([O-:16])=[O:15])=[CH:13][C:8]=3[O:7][CH2:6][C:5]2=[O:17])[CH2:27][CH2:26]1. The catalyst class is: 10. (5) Reactant: O[CH2:2][C:3]1[N:4]=[C:5]([CH2:8][N:9]([CH2:22][C:23]([F:26])([F:25])[F:24])[C:10]2[CH:17]=[CH:16][C:13]([C:14]#[N:15])=[C:12]([C:18]([F:21])([F:20])[F:19])[CH:11]=2)OC=1.CC(OI1(OC(C)=O)(OC(C)=O)OC(=O)C2C=CC=CC1=2)=O.NO.Cl.[C:52]([O-:55])([O-])=O.[K+].[K+].C(N1C=CN=C1)([N:60]1C=CN=C1)=O. Product: [C:14]([C:13]1[CH:16]=[CH:17][C:10]([N:9]([CH2:8][C:5]2[O:55][CH:52]=[C:3]([C:2]#[N:60])[N:4]=2)[CH2:22][C:23]([F:24])([F:25])[F:26])=[CH:11][C:12]=1[C:18]([F:21])([F:20])[F:19])#[N:15]. The catalyst class is: 2. (6) Reactant: [Br:1][C:2]1[CH:11]=[C:10]2[C:5]([CH2:6][CH2:7][CH2:8][C:9]2=[O:12])=[C:4]([F:13])[CH:3]=1.[BH4-].[Na+].O. Product: [Br:1][C:2]1[CH:11]=[C:10]2[C:5]([CH2:6][CH2:7][CH2:8][CH:9]2[OH:12])=[C:4]([F:13])[CH:3]=1. The catalyst class is: 138.